From a dataset of Forward reaction prediction with 1.9M reactions from USPTO patents (1976-2016). Predict the product of the given reaction. (1) Given the reactants C(N(CC)CC)C.Cl.[NH2:9][C@H:10]1[C:18]2[C:13](=[CH:14][C:15]([F:23])=[C:16]([C:19]([O:21][CH3:22])=[O:20])[CH:17]=2)[CH2:12][CH2:11]1.[Cl:24][C:25]1[CH:33]=[CH:32][CH:31]=[CH:30][C:26]=1[C:27](Cl)=[O:28], predict the reaction product. The product is: [Cl:24][C:25]1[CH:33]=[CH:32][CH:31]=[CH:30][C:26]=1[C:27]([NH:9][C@H:10]1[C:18]2[C:13](=[CH:14][C:15]([F:23])=[C:16]([C:19]([O:21][CH3:22])=[O:20])[CH:17]=2)[CH2:12][CH2:11]1)=[O:28]. (2) Given the reactants Br[CH2:2][C:3]([O:5][CH2:6][CH3:7])=[O:4].[Br:8][C:9]1[CH:14]=[C:13]([CH3:15])[C:12]([OH:16])=[C:11]([CH3:17])[CH:10]=1.C([O-])(=O)C.[K+].O, predict the reaction product. The product is: [Br:8][C:9]1[CH:14]=[C:13]([CH3:15])[C:12]([O:16][CH2:2][C:3]([O:5][CH2:6][CH3:7])=[O:4])=[C:11]([CH3:17])[CH:10]=1. (3) Given the reactants CO[C:3]1[CH:4]=[C:5]([CH:16]=[CH:17][C:18]=1B1OC(C)(C)C(C)(C)O1)[O:6][C:7]1[C:12]2[CH:13]=[CH:14][O:15][C:11]=2[CH:10]=[CH:9][N:8]=1.Br[C:29]1[C:30]([O:36][CH3:37])=[N:31][CH:32]=[N:33][C:34]=1[CH3:35].[C:38](=O)([O-])[O-].[K+].[K+], predict the reaction product. The product is: [CH3:37][O:36][C:30]1[C:29]([C:18]2[CH:17]=[CH:16][C:5]([O:6][C:7]3[C:12]4[CH:13]=[CH:14][O:15][C:11]=4[CH:10]=[CH:9][N:8]=3)=[CH:4][C:3]=2[CH3:38])=[C:34]([CH3:35])[N:33]=[CH:32][N:31]=1. (4) Given the reactants [CH3:1][C:2]1[N:7]=[C:6](/[CH:8]=[CH:9]/[C:10]2[S:11][CH:12]=[CH:13][CH:14]=2)[N:5]=[C:4](O)[CH:3]=1.O=P(Cl)(Cl)[Cl:18], predict the reaction product. The product is: [Cl:18][C:4]1[CH:3]=[C:2]([CH3:1])[N:7]=[C:6](/[CH:8]=[CH:9]/[C:10]2[S:11][CH:12]=[CH:13][CH:14]=2)[N:5]=1. (5) Given the reactants [N:1]1[CH:6]=[CH:5][CH:4]=[CH:3][C:2]=1[CH:7]=O.[C:9]([NH2:17])([CH2:12][C:13]([CH3:16])([CH3:15])[CH3:14])([CH3:11])[CH3:10].O, predict the reaction product. The product is: [CH3:10][C:9](/[N:17]=[CH:7]/[C:2]1[CH:3]=[CH:4][CH:5]=[CH:6][N:1]=1)([CH2:12][C:13]([CH3:16])([CH3:15])[CH3:14])[CH3:11]. (6) Given the reactants [NH2:1][CH2:2][C:3]1[O:7][N:6]=[C:5]([C:8]([NH:10][C@@H:11]([CH3:27])[CH2:12][N:13]2[CH:17]=[CH:16][C:15]([C:18]3[CH:23]=[CH:22][C:21]([C:24]#[N:25])=[C:20]([Cl:26])[CH:19]=3)=[N:14]2)=[O:9])[CH:4]=1.[CH3:28][S:29](Cl)(=[O:31])=[O:30], predict the reaction product. The product is: [Cl:26][C:20]1[CH:19]=[C:18]([C:15]2[CH:16]=[CH:17][N:13]([CH2:12][C@@H:11]([NH:10][C:8]([C:5]3[CH:4]=[C:3]([CH2:2][NH:1][S:29]([CH3:28])(=[O:31])=[O:30])[O:7][N:6]=3)=[O:9])[CH3:27])[N:14]=2)[CH:23]=[CH:22][C:21]=1[C:24]#[N:25]. (7) Given the reactants [F:1][CH:2]([F:14])[CH2:3][O:4][C:5]1[C:6]([CH3:13])=[CH:7][C:8]([CH:11]=O)=[N:9][CH:10]=1.[CH3:15][C:16]([S@:19]([NH2:21])=[O:20])([CH3:18])[CH3:17], predict the reaction product. The product is: [F:1][CH:2]([F:14])[CH2:3][O:4][C:5]1[C:6]([CH3:13])=[CH:7][C:8](/[CH:11]=[N:21]/[S@@:19]([C:16]([CH3:18])([CH3:17])[CH3:15])=[O:20])=[N:9][CH:10]=1.